From a dataset of Experimentally validated miRNA-target interactions with 360,000+ pairs, plus equal number of negative samples. Binary Classification. Given a miRNA mature sequence and a target amino acid sequence, predict their likelihood of interaction. (1) The miRNA is hsa-miR-647 with sequence GUGGCUGCACUCACUUCCUUC. The protein sequence of the target gene is MSSVKPLVYAVIRFLREQSQMDAYTSDEQESLEVAIQCLETVFKISPEDTHLAVSQPLTEMFTNSVCKNDIRPLSNSVPEDVGKADQLKDEGNNHMKEENYAAAVDCYTQAIELDPNNAVYYCNRAAAQSKLSHYTDAIKDCEKAIAIDSKYSKAYGRMGLALTAMNKFEEAVTSYQKALDLDPENDSYKSNLKIAEQKLREVSSPTGTGLSFDMASLINNPAFITMAASLMQNPQVQQLMSGMMTNAIGGPAAGVGGLTDLSSLIQAGQQFAQQIQQQNPELIEQLRNHIRSRSFSSSA.... Result: 0 (no interaction). (2) The miRNA is hsa-miR-1253 with sequence AGAGAAGAAGAUCAGCCUGCA. The protein sequence of the target gene is MDTKEEKKEQKERKQSYFARLKKKKQAKQNAEIVSAASSKSRSGKDDANSDILEQDKFNVTAEGDHSTDDKKKRKSNQLKEIRRTELKRYYSVDDNQNKTHDKKEKKMMVQKPQGTMEYTAGSQDTLNSVALKFNVTPNKLVELNKLFTHTIVPGQVLFVPDANISSSTIQLSSSTPGATVSPSSSDAEYDKLPDADLARKALKPIERVLSSTSEEDEPGVVKFLKMNCRYFTDGKGVVGGVMIVTPNNIMFDPHKSDPLVIENGCEEYGLICPMEEVVSIALYSDISHMKIKDALPSDL.... Result: 0 (no interaction). (3) The miRNA is hsa-miR-4755-5p with sequence UUUCCCUUCAGAGCCUGGCUUU. The protein sequence of the target gene is MAFLLITRRLACSSQKNLHLFIPGSRYISQAAAKVDIEFDYDGPLMKTEVPGPRSKELMKQLNTIQNAEAVHFFCNYEESRGNYLVDVDGNRMLDLYSQISSVPIGYNHPALAKLVQQPQNASTFINRPALGILPPENFVDKLQESLMSVAPRGMSQLITMACGSCSNENAFKTIFMWYRSKERGQRGFSKEELETCMVNQSPGCPDYSILSFMGAFHGRTMGCLATTHSKAIHKIDIPSFDWPIAPFPRLKYPLEEFTTDNQQEEARCLEEVEDLIVKYRKKKRTVAGIIVEPIQSEGG.... Result: 0 (no interaction). (4) The miRNA is rno-miR-135a-5p with sequence UAUGGCUUUUUAUUCCUAUGUGA. The protein sequence of the target gene is MLTLTRCHHLKQIAQECLSSLLVKVQSRTQLLLPRASARAESGKSWHSTHSLVGDKNIVLMGPPGSGKTTVGRILGDKLGCCVIDVDSDVLEKAWNMSASEKLQDVGNERFLEEEGKTVLNLSASGSVISLSGSNPMHDASMWHLKKNGIVVYLDVPLTDIISRLKSMRIDRIVGQNTGASLRDSLKHVRLYYKKWYDARVFCESGASAEEVADKVLDVVKRYQDVDSETFISTRHVCLKDHDKKFPPKYFSEAVVEGLASDGGLFVPEKEFPKLSPGEWNNLIGATYIERAQVLLERCI.... Result: 0 (no interaction). (5) The miRNA is hsa-miR-3132 with sequence UGGGUAGAGAAGGAGCUCAGAGGA. Result: 0 (no interaction). The protein sequence of the target gene is MGSTDTDIEELENATYKYLIGEQTEKMWQRLKGILRCLVKQLEKGDVNVVDLKKNIEYAASVLEAVYIDETRRLLDTEDELSDIQTDSVPSEVRDWLASTFTRKMGMMKKKPEEKPKFRSIVHAVQAGIFVERMYRKNYHMVGLTYPAAVIVTLKEVDKWSFDVFALNEASGEHSLKFMIYELFTRYDLINRFKIPVSCLIAFAEALEVGYSKHKNPYHNLVHAADVTQTVHYIMLHTGIMHWLTELEILAMVFAAAIHDYEHTGTTNNFHIQTRSDVAILYNDRSVLENHHVSAAYRLM.... (6) The miRNA is hsa-miR-3162-5p with sequence UUAGGGAGUAGAAGGGUGGGGAG. The protein sequence of the target gene is MRGAARAAWGRAGQPWPRPPAPGPPPPPLPLLLLLLAGLLGGAGAQYSSDRCSWKGSGLTHEAHRKEVEQVYLRCAAGAVEWMYPTGALIVNLRPNTFSPARHLTVCIRSFTDSSGANIYLEKTGELRLLVPDGDGRPGRVQCFGLEQGGLFVEATPQQDIGRRTTGFQYELVRRHRASDLHELSAPCRPCSDTEVLLAVCTSDFAVRGSIQQVTHEPERQDSAIHLRVSRLYRQKSRVFEPVPEGDGHWQGRVRTLLECGVRPGHGDFLFTGHMHFGEARLGCAPRFKDFQRMYRDAQE.... Result: 0 (no interaction). (7) The miRNA is ath-miR857 with sequence UUUUGUAUGUUGAAGGUGUAU. The protein sequence of the target gene is MAEQLLPQALYLSNMRKAVKIRERTPEDIFKPTNGIIYHFKTMHRYTLEMFRTCQFCPQFREIIHKALIDRSVQASLESQKKLNWCREVRKLVALKTNGDGNCLMHAACQYMWGVQDTDLVLRKALCSTLKETDTRNFKFRWQLESLKSQEFVETGLCYDTRNWNDEWDNLVKMASADTPAARSGLQYNSLEEIHIFVLSNILRRPIIVISDKMLRSLESGSNFAPLKVGGIYLPLHWPAQECYRYPIVLGYDSQHFVPLVTLKDSGPELRAVPLVNRDRGRFEDLKVHFLTDPENEMKE.... Result: 0 (no interaction). (8) The miRNA is hsa-miR-3150b-3p with sequence UGAGGAGAUCGUCGAGGUUGG. The protein sequence of the target gene is MVQQAESLEAESNLPREALDTEEGEFMACSPVALDESDPDWCKTASGHIKRPMNAFMVWSKIERRKIMEQSPDMHNAEISKRLGKRWKMLKDSEKIPFIREAERLRLKHMADYPDYKYRPRKKPKMDPSAKPSASQSPEKSAAGGGGGSAGGGAGGAKTSKGSSKKCGKLKAPAAAGAKAGAGKAAQSGDYGGAGDDYVLGSLRVSGSGGGGAGKTVKCVFLDEDDDDDDDDDELQLQIKQEPDEEDEEPPHQQLLQPPGQQPSQLLRRYNVAKVPASPTLSSSAESPEGASLYDEVRAG.... Result: 0 (no interaction). (9) The miRNA is hsa-miR-548j-5p with sequence AAAAGUAAUUGCGGUCUUUGGU. The protein sequence of the target gene is MSCSKAYGERYVASVQGSAPSPRKKSTRGFYFAKLYYEAKEYDLAKKYICTYINVREMDPRAHRFLGLLYELEENTEKAVECYRRSVELNPTQKDLVLKIAELLCKNDVTDGRAKYWVERAAKLFPGSPAIYKLKEQLLDCEGEDGWNKLFDLIQSELYVRPDDVHVNIRLVELYRSTKRLKDAVARCHEAERNIALRSSLEWNSCVVQTLKEYLESLQCLESDKSDWRATNTDLLLAYANLMLLTLSTRDVQESRELLESFDSALQSAKSSLGGNDELSATFLEMKGHFYMHAGSLLLK.... Result: 1 (interaction). (10) The miRNA is mmu-miR-3106-5p with sequence UGGCUCAUUUAGAAGCAGCCA. The protein sequence of the target gene is MNKHPWKNQLSEMVQPSGGPAEDQDMLGEESSLGKPAMLHLPSEQGTPETLQRCLEENQELRDAIRQSNQMLRERCEELLHFQVSQREEKEFLMCKFQEARKLVERLSLEKLDLRSQREQALKELEQLKKCQQQMAEDKASVKAQVTSLLGELQESQSRLEAATKDRQALEGRIRAVSEQVRQLESEREVLQQQHSVQVDQLRMQNQSVEAALRMERQAASEEKRKLAQLQAAYHQLFQDYDSHIKSSKGMQLEDLRQQLQQAEEALVAKQELIDKLKEEAEQHKIVMETVPVLKAQADI.... Result: 1 (interaction).